The task is: Predict the reactants needed to synthesize the given product.. This data is from Full USPTO retrosynthesis dataset with 1.9M reactions from patents (1976-2016). (1) Given the product [NH:18]([C:19]([NH:1][CH2:2][CH2:3][NH:4][C:5](=[O:11])[O:6][C:7]([CH3:8])([CH3:10])[CH3:9])=[S:20])[C:12]1[CH:17]=[CH:16][CH:15]=[CH:14][CH:13]=1, predict the reactants needed to synthesize it. The reactants are: [NH2:1][CH2:2][CH2:3][NH:4][C:5](=[O:11])[O:6][C:7]([CH3:10])([CH3:9])[CH3:8].[C:12]1([N:18]=[C:19]=[S:20])[CH:17]=[CH:16][CH:15]=[CH:14][CH:13]=1. (2) Given the product [NH2:16][C:17]1[C:26]([CH:27]2[CH2:28][CH2:29][CH2:30][CH2:31][O:32]2)=[CH:25][C:24]2[C:19](=[CH:20][CH:21]=[C:22]([C:34]3[C:39]([CH3:40])=[CH:38][CH:37]=[CH:36][C:35]=3[C:41]([N:43]3[CH2:44][CH2:45][CH2:46][CH2:47]3)=[O:42])[CH:23]=2)[N:18]=1, predict the reactants needed to synthesize it. The reactants are: CC1C=CC(S(O)(=O)=O)=CC=1.C([NH:16][C:17]1[C:26]([CH:27](O)[CH2:28][CH2:29][CH2:30][CH2:31][OH:32])=[CH:25][C:24]2[C:19](=[CH:20][CH:21]=[C:22]([C:34]3[C:39]([CH3:40])=[CH:38][CH:37]=[CH:36][C:35]=3[C:41]([N:43]3[CH2:47][CH2:46][CH2:45][CH2:44]3)=[O:42])[CH:23]=2)[N:18]=1)(C)(C)C. (3) Given the product [N:66]1[CH:67]=[CH:68][CH:69]=[C:64]([NH:63][C:35]([C@H:16]2[C@H:15]([C:11]3[CH:12]=[CH:13][CH:14]=[C:9]([Cl:8])[C:10]=3[F:38])[C@:19]([C:22]3[CH:27]=[CH:26][C:25]([Cl:28])=[CH:24][C:23]=3[F:29])([C:20]#[N:21])[C@H:18]([CH2:30][C:31]([CH3:32])([CH3:34])[CH3:33])[NH:17]2)=[O:37])[CH:65]=1, predict the reactants needed to synthesize it. The reactants are: FC(F)(F)C(O)=O.[Cl:8][C:9]1[C:10]([F:38])=[C:11]([C@@H:15]2[C@:19]([C:22]3[CH:27]=[CH:26][C:25]([Cl:28])=[CH:24][C:23]=3[F:29])([C:20]#[N:21])[C@H:18]([CH2:30][C:31]([CH3:34])([CH3:33])[CH3:32])[NH:17][C@H:16]2[C:35]([OH:37])=O)[CH:12]=[CH:13][CH:14]=1.CCN(C(C)C)C(C)C.C1(P(Cl)(C2C=CC=CC=2)=O)C=CC=CC=1.[NH2:63][C:64]1[CH:65]=[N:66][CH:67]=[CH:68][CH:69]=1.